This data is from Forward reaction prediction with 1.9M reactions from USPTO patents (1976-2016). The task is: Predict the product of the given reaction. (1) Given the reactants [CH3:1][C:2]1[CH:7]=[CH:6][C:5]([C:8]2[CH:13]=[CH:12][C:11]([CH2:14][NH2:15])=[CH:10][CH:9]=2)=[CH:4][CH:3]=1.[F:16][C:17]([F:43])([F:42])[C:18]1[CH:23]=[CH:22][C:21]([C:24]2[C:25]([C:30]([NH:32][C:33]3[CH:34]=[C:35]([C:39](O)=[O:40])[N:36]([CH3:38])[CH:37]=3)=[O:31])=[CH:26][CH:27]=[CH:28][CH:29]=2)=[CH:20][CH:19]=1.CN(C(ON1N=NC2C=CC=CC1=2)=[N+](C)C)C.[B-](F)(F)(F)F.C(N(C(C)C)C(C)C)C, predict the reaction product. The product is: [CH3:1][C:2]1[CH:3]=[CH:4][C:5]([C:8]2[CH:13]=[CH:12][C:11]([CH2:14][NH:15][C:39]([C:35]3[N:36]([CH3:38])[CH:37]=[C:33]([NH:32][C:30]([C:25]4[C:24]([C:21]5[CH:20]=[CH:19][C:18]([C:17]([F:43])([F:16])[F:42])=[CH:23][CH:22]=5)=[CH:29][CH:28]=[CH:27][CH:26]=4)=[O:31])[CH:34]=3)=[O:40])=[CH:10][CH:9]=2)=[CH:6][CH:7]=1. (2) Given the reactants C(N(CC)CC)C.[F:8][C:9]1[CH:10]=[C:11]([S:15](Cl)(=[O:17])=[O:16])[CH:12]=[CH:13][CH:14]=1.[CH3:19][C:20]1[C:21](=[O:49])[N:22]([C:37]2[CH:44]=[CH:43][C:40]([C:41]#[N:42])=[C:39]([C:45]([F:48])([F:47])[F:46])[CH:38]=2)[C:23](=[O:36])[C:24]=1[CH2:25][CH2:26][CH2:27][CH2:28][CH2:29][N:30]1[CH2:35][CH2:34][NH:33][CH2:32][CH2:31]1, predict the reaction product. The product is: [F:8][C:9]1[CH:10]=[C:11]([S:15]([N:33]2[CH2:34][CH2:35][N:30]([CH2:29][CH2:28][CH2:27][CH2:26][CH2:25][C:24]3[C:23](=[O:36])[N:22]([C:37]4[CH:44]=[CH:43][C:40]([C:41]#[N:42])=[C:39]([C:45]([F:46])([F:47])[F:48])[CH:38]=4)[C:21](=[O:49])[C:20]=3[CH3:19])[CH2:31][CH2:32]2)(=[O:17])=[O:16])[CH:12]=[CH:13][CH:14]=1. (3) Given the reactants [CH3:1][C:2]1([CH3:14])[C:6]([CH3:8])([CH3:7])[O:5][B:4]([C:9]2[CH:10]=[N:11][NH:12][CH:13]=2)[O:3]1.[H-].[Na+].Br[CH2:18][CH2:19][N:20]([CH2:23][CH3:24])[CH2:21][CH3:22].[I-].[K+], predict the reaction product. The product is: [CH2:19]([N:20]([CH2:23][CH3:24])[CH2:21][CH2:22][N:12]1[CH:13]=[C:9]([B:4]2[O:5][C:6]([CH3:7])([CH3:8])[C:2]([CH3:14])([CH3:1])[O:3]2)[CH:10]=[N:11]1)[CH3:18]. (4) The product is: [CH:1]1([C:4]2[N:8]([C:9]3[CH:14]=[CH:13][CH:12]=[C:11]([O:15][C:16]([F:18])([F:17])[F:19])[CH:10]=3)[N:7]=[C:6]([C:20]3[CH:21]=[CH:22][N:23]=[CH:24][CH:25]=3)[C:5]=2[C:26]([N:37]2[CH2:38][CH2:39][CH:34]([N:29]3[CH2:33][CH2:32][CH2:31][CH2:30]3)[CH2:35][CH2:36]2)=[O:28])[CH2:2][CH2:3]1. Given the reactants [CH:1]1([C:4]2[N:8]([C:9]3[CH:14]=[CH:13][CH:12]=[C:11]([O:15][C:16]([F:19])([F:18])[F:17])[CH:10]=3)[N:7]=[C:6]([C:20]3[CH:25]=[CH:24][N:23]=[CH:22][CH:21]=3)[C:5]=2[C:26]([OH:28])=O)[CH2:3][CH2:2]1.[N:29]1([CH:34]2[CH2:39][CH2:38][NH:37][CH2:36][CH2:35]2)[CH2:33][CH2:32][CH2:31][CH2:30]1, predict the reaction product. (5) Given the reactants [F:1][C:2]1[CH:7]=[CH:6][C:5]([C:8]2[C:17]3[CH2:16][CH2:15][CH2:14][N:13]([S:18]([CH3:21])(=[O:20])=[O:19])[C:12]=3[N:11]=[C:10]([CH:22]([CH3:24])[CH3:23])[C:9]=2[CH:25]=[CH:26][CH:27]2[O:32]C(C)(C)[O:30][CH:29]([CH2:35][C:36]([O-:38])=[O:37])[CH2:28]2)=[CH:4][CH:3]=1.Cl.[OH-].[Na+].O, predict the reaction product. The product is: [F:1][C:2]1[CH:7]=[CH:6][C:5]([C:8]2[C:17]3[CH2:16][CH2:15][CH2:14][N:13]([S:18]([CH3:21])(=[O:20])=[O:19])[C:12]=3[N:11]=[C:10]([CH:22]([CH3:23])[CH3:24])[C:9]=2/[CH:25]=[CH:26]/[C@@H:27]([OH:32])[CH2:28][C@@H:29]([OH:30])[CH2:35][C:36]([OH:38])=[O:37])=[CH:4][CH:3]=1. (6) Given the reactants C([O:4][CH2:5][C:6]([N:8]1[CH2:12][CH2:11][C@@H:10]([C:13]2[N:17]3[CH:18]=[CH:19][N:20]=[C:21]([CH3:22])[C:16]3=[C:15]([Br:23])[N:14]=2)[CH2:9]1)=[O:7])(=O)C.C(=O)([O-])[O-].[K+].[K+], predict the reaction product. The product is: [Br:23][C:15]1[N:14]=[C:13]([C@@H:10]2[CH2:11][CH2:12][N:8]([C:6](=[O:7])[CH2:5][OH:4])[CH2:9]2)[N:17]2[CH:18]=[CH:19][N:20]=[C:21]([CH3:22])[C:16]=12. (7) Given the reactants [C:1]([O:5][C:6]([NH:8][CH:9]1[CH2:18][CH2:17][CH2:16][C:15]2[CH:14]=[C:13](OS(C(F)(F)F)(=O)=O)[CH:12]=[CH:11][C:10]1=2)=[O:7])([CH3:4])([CH3:3])[CH3:2].N#N.C([O-])([O-])=O.[K+].[K+].[CH2:35]([N:38]1[CH2:43][CH2:42][CH2:41][CH2:40][CH2:39]1)[CH:36]=[CH2:37], predict the reaction product. The product is: [C:1]([O:5][C:6](=[O:7])[NH:8][C@H:9]1[C:10]2[C:15](=[CH:14][C:13]([C:36]([CH2:35][N:38]3[CH2:43][CH2:42][CH2:41][CH2:40][CH2:39]3)=[CH2:37])=[CH:12][CH:11]=2)[CH2:16][CH2:17][CH2:18]1)([CH3:4])([CH3:3])[CH3:2].